This data is from Forward reaction prediction with 1.9M reactions from USPTO patents (1976-2016). The task is: Predict the product of the given reaction. (1) Given the reactants C(OC([N:8]1[CH2:13][CH2:12][CH:11]([C:14](=[O:23])[C:15]2[CH:20]=[CH:19][C:18]([O:21][CH3:22])=[CH:17][CH:16]=2)[CH2:10][CH2:9]1)=O)(C)(C)C.[F:24][C:25]1[CH:26]=[C:27](O)[C:28](=[CH:30][CH:31]=1)[OH:29].CC1C=CC(S(O)(=O)=O)=CC=1.O, predict the reaction product. The product is: [F:24][C:25]1[CH:26]=[CH:27][C:28]2[O:29][C:14]([CH:11]3[CH2:10][CH2:9][NH:8][CH2:13][CH2:12]3)([C:15]3[CH:16]=[CH:17][C:18]([O:21][CH3:22])=[CH:19][CH:20]=3)[O:23][C:30]=2[CH:31]=1. (2) Given the reactants C(OC(=O)[NH:5][C:6]1[C:7]([C:12]#[C:13][Si](C)(C)C)=[N:8][CH:9]=[CH:10][CH:11]=1)C.[O-]CC.[Na+], predict the reaction product. The product is: [NH:5]1[C:6]2[C:7](=[N:8][CH:9]=[CH:10][CH:11]=2)[CH:12]=[CH:13]1. (3) The product is: [Cl:5][C:6]1[C:15]2[N:16]=[C:17]([OH:23])[N:18]([CH2:19][CH2:20][CH2:21][Cl:2])[C:14]=2[C:13]2[CH:12]=[CH:11][CH:10]=[CH:9][C:8]=2[N:7]=1. Given the reactants O(Cl)[Cl:2].[P+3].[Cl:5][C:6]1[C:15]2[N:16]=[C:17]([OH:23])[N:18]([CH2:19][CH2:20][CH2:21]O)[C:14]=2[C:13]2[CH:12]=[CH:11][CH:10]=[CH:9][C:8]=2[N:7]=1.O, predict the reaction product. (4) The product is: [CH3:1][O:2][C:3]1[CH:8]=[C:7]2[C:6]([CH2:9][CH:10]([C:11]3([CH3:14])[CH2:13][CH2:12]3)[N:15]=[CH:16]2)=[CH:5][C:4]=1[O:18][CH2:19][CH2:20][O:21][CH3:22]. Given the reactants [CH3:1][O:2][C:3]1[CH:8]=[CH:7][C:6]([CH2:9][CH:10]([NH:15][CH:16]=O)[C:11]2([CH3:14])[CH2:13][CH2:12]2)=[CH:5][C:4]=1[O:18][CH2:19][CH2:20][O:21][CH3:22].O=P(Cl)(Cl)Cl, predict the reaction product.